Task: Regression/Classification. Given a drug SMILES string, predict its absorption, distribution, metabolism, or excretion properties. Task type varies by dataset: regression for continuous measurements (e.g., permeability, clearance, half-life) or binary classification for categorical outcomes (e.g., BBB penetration, CYP inhibition). Dataset: cyp2c19_veith.. Dataset: CYP2C19 inhibition data for predicting drug metabolism from PubChem BioAssay (1) The compound is CCCCNC(=O)COC(=O)c1cc(F)c(F)cc1Cl. The result is 1 (inhibitor). (2) The drug is Cc1c(NCc2cc(Cl)ccc2O)c(=O)n(-c2ccccc2)n1C. The result is 1 (inhibitor). (3) The drug is C=C(C)[C@@H]1CC=C(C(=O)O)CC1. The result is 0 (non-inhibitor). (4) The molecule is COc1ccc2[nH]cc(CCNc3cc(-c4ccccc4C(F)(F)F)ncn3)c2c1. The result is 1 (inhibitor). (5) The compound is COc1ccc(CNc2nc(-c3ccoc3)nc3ccccc23)c(OC)c1. The result is 1 (inhibitor). (6) The molecule is CCNc1ncc2nc(-c3cccs3)c(=O)n(Cc3cccc(OC)c3)c2n1. The result is 0 (non-inhibitor). (7) The drug is COc1ccc(NC(=O)N2CCCC3(CCN(C(=O)c4cccc(F)c4)CC3)C2)cc1. The result is 0 (non-inhibitor). (8) The drug is Cc1ccc(C(=O)COC(=O)CNC(=O)C(c2ccccc2)c2ccccc2)cc1[N+](=O)[O-]. The result is 1 (inhibitor). (9) The result is 0 (non-inhibitor). The drug is Cc1ccc(NC(=O)c2ccc(S(=O)(=O)N3CCCCC3)cc2)cc1.